From a dataset of HIV replication inhibition screening data with 41,000+ compounds from the AIDS Antiviral Screen. Binary Classification. Given a drug SMILES string, predict its activity (active/inactive) in a high-throughput screening assay against a specified biological target. (1) The drug is O=c1c2[nH]cnc2n(-c2ccccc2)c(=S)n1-c1ccccc1. The result is 0 (inactive). (2) The drug is CN(C)CCCNc1ccc2c(=O)n(CCN(C)C)c(=O)n3c4ccccc4c(=O)c1c23.Cl. The result is 0 (inactive). (3) The molecule is O=C(Nc1ccccn1)c1ccccc1[Se][Se]c1ccccc1C(=O)Nc1ccccn1. The result is 1 (active). (4) The molecule is CCOC(=O)Cn1c(=O)n(C)c(=O)c2c1ncn2Cc1ccccc1. The result is 0 (inactive). (5) The molecule is NC1=c2[nH]c(-c3ccccc3)nc2=NS(=O)(O)=N1. The result is 0 (inactive).